Dataset: Catalyst prediction with 721,799 reactions and 888 catalyst types from USPTO. Task: Predict which catalyst facilitates the given reaction. Reactant: [C:1]([C:4]1[CH:5]=[N:6][CH:7]=[CH:8][CH:9]=1)(=[O:3])[CH3:2].[ClH:10].CCOCC. Product: [ClH:10].[Cl:10][CH2:2][C:1]([C:4]1[CH:5]=[N:6][CH:7]=[CH:8][CH:9]=1)=[O:3]. The catalyst class is: 28.